Task: Predict the reactants needed to synthesize the given product.. Dataset: Full USPTO retrosynthesis dataset with 1.9M reactions from patents (1976-2016) (1) Given the product [NH4+:6].[NH4+:6].[O-:11][S:9]([O:12][O:13][S:14]([O-:17])(=[O:16])=[O:15])(=[O:10])=[O:8].[S:1](=[O:3])(=[O:2])([OH:5])[OH:4], predict the reactants needed to synthesize it. The reactants are: [S:1](=[O:5])(=[O:4])([OH:3])[OH:2].[NH4+:6].[NH4+].[O-:8][S:9]([O:12][O:13][S:14]([O-:17])(=[O:16])=[O:15])(=[O:11])=[O:10]. (2) Given the product [C:1]([O:5][C:6]([N:8]1[CH2:13][CH2:12][N:11]([CH2:14][C:15]([N:17]2[C:25]3[C:20](=[CH:21][CH:22]=[C:23]([CH:26]([CH3:28])[CH3:27])[CH:24]=3)[CH2:19][CH2:18]2)=[O:16])[CH2:10][C@H:9]1[CH3:29])=[O:7])([CH3:4])([CH3:3])[CH3:2], predict the reactants needed to synthesize it. The reactants are: [C:1]([O:5][C:6]([N:8]1[CH2:13][CH2:12][N:11]([CH2:14][C:15]([N:17]2[C:25]3[C:20](=[CH:21][CH:22]=[C:23]([C:26]([CH3:28])=[CH2:27])[CH:24]=3)[CH2:19][CH2:18]2)=[O:16])[CH2:10][C@H:9]1[CH3:29])=[O:7])([CH3:4])([CH3:3])[CH3:2]. (3) Given the product [CH3:1][CH:2]([CH3:31])[C@@H:3]([NH:8][S:9]([C:12]1[CH:30]=[CH:29][C:15]2[O:16][C:17]3[CH:22]=[C:21]([C:23]4[N:27]=[C:26]([CH3:28])[O:25][N:24]=4)[CH:20]=[CH:19][C:18]=3[C:14]=2[CH:13]=1)(=[O:11])=[O:10])[C:4]([OH:6])=[O:5], predict the reactants needed to synthesize it. The reactants are: [CH3:1][CH:2]([CH3:31])[C@@H:3]([NH:8][S:9]([C:12]1[CH:30]=[CH:29][C:15]2[O:16][C:17]3[CH:22]=[C:21]([C:23]4[N:27]=[C:26]([CH3:28])[O:25][N:24]=4)[CH:20]=[CH:19][C:18]=3[C:14]=2[CH:13]=1)(=[O:11])=[O:10])[C:4]([O:6]C)=[O:5].[Li+].[OH-].O.Cl.